Dataset: Full USPTO retrosynthesis dataset with 1.9M reactions from patents (1976-2016). Task: Predict the reactants needed to synthesize the given product. (1) Given the product [C:17]1([CH3:27])[CH:18]=[CH:19][C:20]([S:23]([OH:26])(=[O:24])=[O:25])=[CH:21][CH:22]=1.[CH3:1][N:2]([CH3:15])[C@@H:3]([CH3:14])[CH2:4][O:5][C:6]1[CH:7]=[C:8]([CH3:13])[C:9]([Cl:12])=[N:10][CH:11]=1, predict the reactants needed to synthesize it. The reactants are: [CH3:1][N:2]([CH3:15])[C@@H:3]([CH3:14])[CH2:4][O:5][C:6]1[CH:7]=[C:8]([CH3:13])[C:9]([Cl:12])=[N:10][CH:11]=1.O.[C:17]1([CH3:27])[CH:22]=[CH:21][C:20]([S:23]([OH:26])(=[O:25])=[O:24])=[CH:19][CH:18]=1.C(OCC)C. (2) The reactants are: [Br:1][C:2]1[CH:7]=[CH:6][C:5]([NH:8][C:9]([NH:11][NH:12][C:13](=O)[CH2:14][C@@H:15]2[CH2:19][CH2:18][N:17]([C:20]([CH:22]3[CH2:24][CH2:23]3)=[O:21])[CH2:16]2)=[O:10])=[CH:4][CH:3]=1.C(=O)([O-])[O-].[K+].[K+].C(OCC)(=O)C.Cl. Given the product [Br:1][C:2]1[CH:7]=[CH:6][C:5]([N:8]2[C:13]([CH2:14][C@@H:15]3[CH2:19][CH2:18][N:17]([C:20]([CH:22]4[CH2:24][CH2:23]4)=[O:21])[CH2:16]3)=[N:12][NH:11][C:9]2=[O:10])=[CH:4][CH:3]=1, predict the reactants needed to synthesize it. (3) Given the product [Cl:35][C:20]1[C:21]([NH:23][C:24]2[C:33]([CH3:34])=[CH:32][CH:31]=[CH:30][C:25]=2[C:26]([NH:28][CH3:29])=[O:27])=[N:22][C:17]([NH:1][C:2]2[CH:15]=[CH:14][C:5]3[CH2:6][CH2:7][CH2:8][C:9](=[O:13])[N:10]([CH2:11][CH3:12])[C:4]=3[CH:3]=2)=[N:18][CH:19]=1, predict the reactants needed to synthesize it. The reactants are: [NH2:1][C:2]1[CH:15]=[CH:14][C:5]2[CH2:6][CH2:7][CH2:8][C:9](=[O:13])[N:10]([CH2:11][CH3:12])[C:4]=2[CH:3]=1.Cl[C:17]1[N:22]=[C:21]([NH:23][C:24]2[C:33]([CH3:34])=[CH:32][CH:31]=[CH:30][C:25]=2[C:26]([NH:28][CH3:29])=[O:27])[C:20]([Cl:35])=[CH:19][N:18]=1. (4) Given the product [O:1]1[CH2:6][CH2:5][CH:4]([O:7][C:8](=[O:19])[C:9]2[CH:14]=[CH:13][C:12]([NH2:15])=[CH:11][C:10]=2[OH:18])[CH2:3][CH2:2]1, predict the reactants needed to synthesize it. The reactants are: [O:1]1[CH2:6][CH2:5][CH:4]([O:7][C:8](=[O:19])[C:9]2[CH:14]=[CH:13][C:12]([N+:15]([O-])=O)=[CH:11][C:10]=2[OH:18])[CH2:3][CH2:2]1.[H][H]. (5) Given the product [Cl:10][C:11]1[CH:12]=[C:13]([C:17]2[C:22]([O:23][CH3:24])=[CH:21][CH:20]=[C:19]([CH2:25][C:26]3[CH:27]=[CH:28][C:29]([N:3]4[CH2:2][CH2:1][CH:4]4[C:5]([OH:7])=[O:6])=[N:30][CH:31]=3)[C:18]=2[F:33])[CH:14]=[CH:15][CH:16]=1, predict the reactants needed to synthesize it. The reactants are: [CH2:1]1[CH:4]([C:5]([OH:7])=[O:6])[NH:3][CH2:2]1.[H-].[Na+].[Cl:10][C:11]1[CH:12]=[C:13]([C:17]2[C:22]([O:23][CH3:24])=[CH:21][CH:20]=[C:19]([CH2:25][C:26]3[CH:27]=[CH:28][C:29](F)=[N:30][CH:31]=3)[C:18]=2[F:33])[CH:14]=[CH:15][CH:16]=1.Cl. (6) Given the product [NH2:19][C:17]1[NH:18][C:12]2[NH:11][CH:10]=[C:9]([CH2:8][CH2:7][C:6]3[CH:5]=[CH:4][C:3]([C:20]([NH:22][C@H:23]([C:29]([OH:31])=[O:30])[CH2:24][CH2:25][C:26]([OH:28])=[O:27])=[O:21])=[CH:2][CH:1]=3)[C:13]=2[C:14](=[O:15])[N:16]=1, predict the reactants needed to synthesize it. The reactants are: [CH:1]1[C:6]([CH2:7][CH2:8][C:9]2[C:13]3[C:14]([N:16]=[C:17]([NH2:19])[NH:18][C:12]=3[NH:11][CH:10]=2)=[O:15])=[CH:5][CH:4]=[C:3]([C:20]([NH:22][C@H:23]([C:29]([O-:31])=[O:30])[CH2:24][CH2:25][C:26]([O-:28])=[O:27])=[O:21])[CH:2]=1.O.O.O.O.O.O.O.[Na+].[Na+].C1(C)C=CC(S(O)(=O)=O)=CC=1.C(OC(=O)[C@H](CCC(OCC)=O)NC(=O)C1C=CC(CCC2C3C(=O)NC(N)=NC=3NC=2)=CC=1)C.